This data is from Reaction yield outcomes from USPTO patents with 853,638 reactions. The task is: Predict the reaction yield, written as a fraction of the theoretical maximum amount of product (1.0 means a 100% yield; for example, 0.34 means a 34% yield). The reactants are [NH:1]1[C:9]2[C:4](=[CH:5][CH:6]=[CH:7][CH:8]=2)[C:3](C=O)=[CH:2]1.[OH-].[K+].[C:14]1([S:20](Cl)(=[O:22])=[O:21])[CH:19]=[CH:18][CH:17]=[CH:16][CH:15]=1.[CH2:24]([OH:26])C. No catalyst specified. The product is [C:14]1([S:20]([N:1]2[C:9]3[C:4](=[CH:5][C:6]([CH:24]=[O:26])=[CH:7][CH:8]=3)[CH:3]=[CH:2]2)(=[O:22])=[O:21])[CH:19]=[CH:18][CH:17]=[CH:16][CH:15]=1. The yield is 0.326.